Dataset: Full USPTO retrosynthesis dataset with 1.9M reactions from patents (1976-2016). Task: Predict the reactants needed to synthesize the given product. The reactants are: CS(O[CH:6]([C:8]1[CH:21]=[C:20]2[C:11]([O:12][CH2:13][CH2:14][N:15]3[C:19]2=[N:18][C:17]([C:22]2[N:26]([CH:27]([CH3:29])[CH3:28])[N:25]=[CH:24][N:23]=2)=[CH:16]3)=[CH:10][CH:9]=1)[CH3:7])(=O)=O.[NH:30]1[CH2:35][CH2:34][CH:33]([C:36]([OH:39])([CH3:38])[CH3:37])[CH2:32][CH2:31]1. Given the product [CH:27]([N:26]1[C:22]([C:17]2[N:18]=[C:19]3[C:20]4[CH:21]=[C:8]([CH:6]([N:30]5[CH2:35][CH2:34][CH:33]([C:36]([OH:39])([CH3:38])[CH3:37])[CH2:32][CH2:31]5)[CH3:7])[CH:9]=[CH:10][C:11]=4[O:12][CH2:13][CH2:14][N:15]3[CH:16]=2)=[N:23][CH:24]=[N:25]1)([CH3:29])[CH3:28], predict the reactants needed to synthesize it.